Dataset: Forward reaction prediction with 1.9M reactions from USPTO patents (1976-2016). Task: Predict the product of the given reaction. (1) Given the reactants [CH:1]1([C:4]2[CH:9]=[CH:8][C:7]([CH:10]3[N:14]([CH2:15][CH2:16][C:17]4[CH:22]=[CH:21][C:20]([O:23][CH3:24])=[CH:19][CH:18]=4)[C:13](=[O:25])[C:12]4([CH2:30][CH2:29][NH:28][CH2:27][CH2:26]4)[N:11]3[CH3:31])=[CH:6][CH:5]=2)[CH2:3][CH2:2]1.[CH3:32][S:33](Cl)(=[O:35])=[O:34].C(N(CC)CC)C, predict the reaction product. The product is: [CH:1]1([C:4]2[CH:9]=[CH:8][C:7]([CH:10]3[N:14]([CH2:15][CH2:16][C:17]4[CH:22]=[CH:21][C:20]([O:23][CH3:24])=[CH:19][CH:18]=4)[C:13](=[O:25])[C:12]4([CH2:26][CH2:27][N:28]([S:33]([CH3:32])(=[O:35])=[O:34])[CH2:29][CH2:30]4)[N:11]3[CH3:31])=[CH:6][CH:5]=2)[CH2:3][CH2:2]1. (2) Given the reactants C([O:4][CH2:5][C:6]1[N:11]([C:12]2[CH:13]=[C:14]([CH:19]=[CH:20][C:21]=2[CH3:22])[C:15]([O:17][CH3:18])=[O:16])[C:10](=[O:23])[C:9]([Br:24])=[C:8]([O:25][CH2:26][C:27]2[CH:32]=[CH:31][C:30]([F:33])=[CH:29][C:28]=2[F:34])[CH:7]=1)(=O)C.C(=O)([O-])[O-].[K+].[K+].O, predict the reaction product. The product is: [CH3:18][O:17][C:15](=[O:16])[C:14]1[CH:19]=[CH:20][C:21]([CH3:22])=[C:12]([N:11]2[C:6]([CH2:5][OH:4])=[CH:7][C:8]([O:25][CH2:26][C:27]3[CH:32]=[CH:31][C:30]([F:33])=[CH:29][C:28]=3[F:34])=[C:9]([Br:24])[C:10]2=[O:23])[CH:13]=1.